Dataset: Peptide-MHC class I binding affinity with 185,985 pairs from IEDB/IMGT. Task: Regression. Given a peptide amino acid sequence and an MHC pseudo amino acid sequence, predict their binding affinity value. This is MHC class I binding data. The peptide sequence is APIMDEEREI. The MHC is HLA-B51:01 with pseudo-sequence HLA-B51:01. The binding affinity (normalized) is 0.219.